Regression. Given a peptide amino acid sequence and an MHC pseudo amino acid sequence, predict their binding affinity value. This is MHC class II binding data. From a dataset of Peptide-MHC class II binding affinity with 134,281 pairs from IEDB. The peptide sequence is SPWSWPDLDLKPGAA. The MHC is HLA-DQA10102-DQB10501 with pseudo-sequence HLA-DQA10102-DQB10501. The binding affinity (normalized) is 0.230.